The task is: Predict which catalyst facilitates the given reaction.. This data is from Catalyst prediction with 721,799 reactions and 888 catalyst types from USPTO. (1) Reactant: Br[CH2:2][C:3]([C:5]1[C:6]([CH:29]2[CH2:32][CH2:31][CH2:30]2)=[CH:7][C:8]([CH3:28])=[C:9]([CH:27]=1)[C:10]([N:12]1[CH2:17][CH2:16][C:15]([C:19]2[CH:26]=[CH:25][C:22]([C:23]#[N:24])=[CH:21][CH:20]=2)([F:18])[CH2:14][CH2:13]1)=[O:11])=O.Cl.[C:34](=[NH:37])([NH2:36])[CH3:35].C(=O)([O-])[O-].[K+].[K+]. Product: [CH:29]1([C:6]2[C:5]([C:3]3[NH:37][C:34]([CH3:35])=[N:36][CH:2]=3)=[CH:27][C:9]([C:10]([N:12]3[CH2:13][CH2:14][C:15]([C:19]4[CH:20]=[CH:21][C:22]([C:23]#[N:24])=[CH:25][CH:26]=4)([F:18])[CH2:16][CH2:17]3)=[O:11])=[C:8]([CH3:28])[CH:7]=2)[CH2:30][CH2:31][CH2:32]1. The catalyst class is: 23. (2) Reactant: [NH2:1][C:2]1[CH:15]=[CH:14][C:13]([Cl:16])=[CH:12][C:3]=1[C:4]([C:6]1[CH:11]=[CH:10][CH:9]=[CH:8][CH:7]=1)=[O:5].C(=O)([O-])[O-].[K+].[K+].[Br:23][CH2:24][C:25](Br)=[O:26]. Product: [C:4]([C:3]1[CH:12]=[C:13]([Cl:16])[CH:14]=[CH:15][C:2]=1[NH:1][C:25](=[O:26])[CH2:24][Br:23])(=[O:5])[C:6]1[CH:7]=[CH:8][CH:9]=[CH:10][CH:11]=1. The catalyst class is: 10. (3) Reactant: O=[C:2]1[CH2:7][CH2:6][N:5]([C:8]2[CH:13]=[CH:12][C:11]([N:14]3[CH2:18][C@H:17]([CH2:19][O:20][C:21]4[CH:25]=[CH:24][O:23][N:22]=4)[O:16][C:15]3=[O:26])=[CH:10][C:9]=2[F:27])[CH2:4][CH2:3]1.[OH:28][CH2:29][CH2:30][NH:31][NH2:32]. Product: [OH:28][CH2:29][CH2:30][NH:31][N:32]=[C:2]1[CH2:3][CH2:4][N:5]([C:8]2[CH:13]=[CH:12][C:11]([N:14]3[CH2:18][C@H:17]([CH2:19][O:20][C:21]4[CH:25]=[CH:24][O:23][N:22]=4)[O:16][C:15]3=[O:26])=[CH:10][C:9]=2[F:27])[CH2:6][CH2:7]1. The catalyst class is: 138. (4) Reactant: [NH2:1][C:2]1[C:17]([Cl:18])=[CH:16][C:5]2[N:6]=[C:7]([N:9]3[CH2:14][CH2:13][N:12]([CH3:15])[CH2:11][CH2:10]3)[O:8][C:4]=2[CH:3]=1.[CH2:19]=O. Product: [CH3:19][NH:1][C:2]1[C:17]([Cl:18])=[CH:16][C:5]2[N:6]=[C:7]([N:9]3[CH2:10][CH2:11][N:12]([CH3:15])[CH2:13][CH2:14]3)[O:8][C:4]=2[CH:3]=1. The catalyst class is: 106. (5) Reactant: [NH2:1][C:2]1[CH:7]=[C:6]([CH3:8])[CH:5]=[CH:4][C:3]=1[C:9]1[NH:10][C:11]2[C:16]([C:17]=1[CH:18]1[CH2:23][CH2:22][CH2:21][CH2:20][CH2:19]1)=[CH:15][CH:14]=[C:13]([C:24]([O:26][CH3:27])=[O:25])[CH:12]=2.C([O-])(=O)C.[Na+].C(O)(=O)C.[Cl:37][CH2:38][C:39](Cl)=[O:40]. Product: [Cl:37][CH2:38][C:39]([NH:1][C:2]1[CH:7]=[C:6]([CH3:8])[CH:5]=[CH:4][C:3]=1[C:9]1[NH:10][C:11]2[C:16]([C:17]=1[CH:18]1[CH2:23][CH2:22][CH2:21][CH2:20][CH2:19]1)=[CH:15][CH:14]=[C:13]([C:24]([O:26][CH3:27])=[O:25])[CH:12]=2)=[O:40]. The catalyst class is: 30. (6) Reactant: [CH3:1][O:2][C@@:3]1([C:13]2[CH:18]=[CH:17][CH:16]=[CH:15][CH:14]=2)[CH2:8][CH2:7][CH2:6][CH2:5][C@H:4]1[CH2:9][N:10]([CH3:12])[CH3:11].[ClH:19]. Product: [ClH:19].[CH3:1][O:2][C@@:3]1([C:13]2[CH:14]=[CH:15][CH:16]=[CH:17][CH:18]=2)[CH2:8][CH2:7][CH2:6][CH2:5][C@H:4]1[CH2:9][N:10]([CH3:12])[CH3:11].[ClH:19]. The catalyst class is: 237. (7) Product: [NH2:1][C:4]1[CH:5]=[CH:6][C:7]([C:10]2[N:11]=[C:12]3[C:17]([CH3:18])=[CH:16][CH:15]=[CH:14][N:13]3[CH:19]=2)=[CH:8][CH:9]=1. The catalyst class is: 29. Reactant: [N+:1]([C:4]1[CH:9]=[CH:8][C:7]([C:10]2[N:11]=[C:12]3[C:17]([CH3:18])=[CH:16][CH:15]=[CH:14][N:13]3[CH:19]=2)=[CH:6][CH:5]=1)([O-])=O.C1CC=CCC=1. (8) Reactant: [OH:1][C:2]1[CH:10]=[CH:9][CH:8]=[C:7]2[C:3]=1[C:4]1([C:24]3[C:15](=[CH:16][C:17]4[O:22][CH2:21][CH2:20][O:19][C:18]=4[CH:23]=3)[O:14][CH2:13]1)[C:5](=[O:12])[N:6]2[CH3:11].[CH2:25](Br)[C:26]1[CH:31]=[CH:30][CH:29]=[CH:28][CH:27]=1.C(=O)([O-])[O-].[Cs+].[Cs+]. Product: [CH2:25]([O:1][C:2]1[CH:10]=[CH:9][CH:8]=[C:7]2[C:3]=1[C:4]1([C:24]3[C:15](=[CH:16][C:17]4[O:22][CH2:21][CH2:20][O:19][C:18]=4[CH:23]=3)[O:14][CH2:13]1)[C:5](=[O:12])[N:6]2[CH3:11])[C:26]1[CH:31]=[CH:30][CH:29]=[CH:28][CH:27]=1. The catalyst class is: 9. (9) Reactant: [Br:1][C:2]1[CH:7]=[CH:6][C:5]([C:8]#[C:9][CH2:10][OH:11])=[C:4]([Cl:12])[C:3]=1[CH3:13].CCN(C(C)C)C(C)C.[CH3:23][S:24](Cl)(=[O:26])=[O:25]. Product: [CH3:23][S:24]([O:11][CH2:10][C:9]#[C:8][C:5]1[CH:6]=[CH:7][C:2]([Br:1])=[C:3]([CH3:13])[C:4]=1[Cl:12])(=[O:26])=[O:25]. The catalyst class is: 2.